From a dataset of NCI-60 drug combinations with 297,098 pairs across 59 cell lines. Regression. Given two drug SMILES strings and cell line genomic features, predict the synergy score measuring deviation from expected non-interaction effect. (1) Drug 1: C1=CC(=CC=C1CC(C(=O)O)N)N(CCCl)CCCl.Cl. Drug 2: CC1=C2C(C(=O)C3(C(CC4C(C3C(C(C2(C)C)(CC1OC(=O)C(C(C5=CC=CC=C5)NC(=O)OC(C)(C)C)O)O)OC(=O)C6=CC=CC=C6)(CO4)OC(=O)C)O)C)O. Cell line: SF-295. Synergy scores: CSS=33.1, Synergy_ZIP=-7.00, Synergy_Bliss=-1.41, Synergy_Loewe=-34.2, Synergy_HSA=1.25. (2) Drug 1: CCCCCOC(=O)NC1=NC(=O)N(C=C1F)C2C(C(C(O2)C)O)O. Drug 2: C1CC(=O)NC(=O)C1N2C(=O)C3=CC=CC=C3C2=O. Cell line: UACC62. Synergy scores: CSS=1.55, Synergy_ZIP=-0.206, Synergy_Bliss=0.228, Synergy_Loewe=0.215, Synergy_HSA=-0.601. (3) Drug 1: CC1=C(C(CCC1)(C)C)C=CC(=CC=CC(=CC(=O)O)C)C. Drug 2: N.N.Cl[Pt+2]Cl. Cell line: IGROV1. Synergy scores: CSS=63.2, Synergy_ZIP=0.246, Synergy_Bliss=0.877, Synergy_Loewe=-5.77, Synergy_HSA=1.50. (4) Drug 1: CC1C(C(CC(O1)OC2CC(CC3=C2C(=C4C(=C3O)C(=O)C5=C(C4=O)C(=CC=C5)OC)O)(C(=O)C)O)N)O.Cl. Drug 2: C1CNP(=O)(OC1)N(CCCl)CCCl. Cell line: NCI-H322M. Synergy scores: CSS=14.7, Synergy_ZIP=2.67, Synergy_Bliss=7.58, Synergy_Loewe=5.89, Synergy_HSA=7.67. (5) Drug 1: CCC(=C(C1=CC=CC=C1)C2=CC=C(C=C2)OCCN(C)C)C3=CC=CC=C3.C(C(=O)O)C(CC(=O)O)(C(=O)O)O. Drug 2: COCCOC1=C(C=C2C(=C1)C(=NC=N2)NC3=CC=CC(=C3)C#C)OCCOC.Cl. Cell line: M14. Synergy scores: CSS=-0.239, Synergy_ZIP=1.14, Synergy_Bliss=2.16, Synergy_Loewe=1.27, Synergy_HSA=-0.143. (6) Drug 1: CN1CCC(CC1)COC2=C(C=C3C(=C2)N=CN=C3NC4=C(C=C(C=C4)Br)F)OC. Drug 2: COCCOC1=C(C=C2C(=C1)C(=NC=N2)NC3=CC=CC(=C3)C#C)OCCOC.Cl. Cell line: HCC-2998. Synergy scores: CSS=-1.42, Synergy_ZIP=1.96, Synergy_Bliss=-1.11, Synergy_Loewe=-6.32, Synergy_HSA=-4.54.